Dataset: Full USPTO retrosynthesis dataset with 1.9M reactions from patents (1976-2016). Task: Predict the reactants needed to synthesize the given product. (1) The reactants are: [C:1]1([CH3:33])[CH:6]=[CH:5][C:4]([C:7]2[N:8]=[C:9]3[CH2:23][CH2:22][CH2:21][N:20]([CH2:24][CH2:25][CH2:26][CH2:27][CH2:28][CH2:29][C:30]([OH:32])=O)[C:10]3=[N:11][C:12]=2[C:13]2[CH:18]=[CH:17][C:16]([CH3:19])=[CH:15][CH:14]=2)=[CH:3][CH:2]=1.CN(C=O)C.C(Cl)(=O)C(Cl)=O.CCN(C(C)C)C(C)C.[C:54]1([CH2:60][S:61]([NH2:64])(=[O:63])=[O:62])[CH:59]=[CH:58][CH:57]=[CH:56][CH:55]=1.CCCC(C)C. Given the product [CH2:60]([S:61]([NH:64][C:30](=[O:32])[CH2:29][CH2:28][CH2:27][CH2:26][CH2:25][CH2:24][N:20]1[C:10]2=[N:11][C:12]([C:13]3[CH:18]=[CH:17][C:16]([CH3:19])=[CH:15][CH:14]=3)=[C:7]([C:4]3[CH:3]=[CH:2][C:1]([CH3:33])=[CH:6][CH:5]=3)[N:8]=[C:9]2[CH2:23][CH2:22][CH2:21]1)(=[O:63])=[O:62])[C:54]1[CH:59]=[CH:58][CH:57]=[CH:56][CH:55]=1, predict the reactants needed to synthesize it. (2) Given the product [CH:22]1([C:27]2[O:31][N:30]=[C:29]([C:32]3[C:37]([Cl:38])=[CH:36][CH:35]=[CH:34][C:33]=3[Cl:39])[C:28]=2[CH2:40][O:1][C:2]2[CH:7]=[CH:6][C:5]([C:8]3[CH:9]=[C:10]4[C:15](=[CH:16][CH:17]=3)[N:14]=[C:13]([C:18]([O:20][CH3:21])=[O:19])[CH:12]=[CH:11]4)=[CH:4][CH:3]=2)[CH2:23][CH2:24][CH2:25][CH2:26]1, predict the reactants needed to synthesize it. The reactants are: [OH:1][C:2]1[CH:7]=[CH:6][C:5]([C:8]2[CH:9]=[C:10]3[C:15](=[CH:16][CH:17]=2)[N:14]=[C:13]([C:18]([O:20][CH3:21])=[O:19])[CH:12]=[CH:11]3)=[CH:4][CH:3]=1.[CH:22]1([C:27]2[O:31][N:30]=[C:29]([C:32]3[C:37]([Cl:38])=[CH:36][CH:35]=[CH:34][C:33]=3[Cl:39])[C:28]=2[CH2:40]O)[CH2:26][CH2:25][CH2:24][CH2:23]1.C1(P(C2C=CC=CC=2)C2C=CC=CC=2)C=CC=CC=1.N(C(OC(C)C)=O)=NC(OC(C)C)=O. (3) Given the product [CH3:19][C:20]1[CH:25]=[CH:24][C:23]([C:2]2[C:15]3[C:16]4=[C:17]5[C:12](=[CH:13][CH:14]=3)[CH:11]=[CH:10][C:9]([C:2]3[CH:15]=[CH:16][C:5]([CH3:6])=[CH:4][CH:3]=3)=[C:8]5[CH:7]=[CH:6][C:5]4=[CH:4][CH:3]=2)=[CH:22][CH:21]=1, predict the reactants needed to synthesize it. The reactants are: Br[C:2]1[C:15]2[C:16]3=[C:17]4[C:12](=[CH:13][CH:14]=2)[CH:11]=[CH:10][C:9](Br)=[C:8]4[CH:7]=[CH:6][C:5]3=[CH:4][CH:3]=1.[CH3:19][C:20]1[CH:25]=[CH:24][C:23](B(O)O)=[CH:22][CH:21]=1.P([O-])([O-])([O-])=O.[K+].[K+].[K+].CN(C)C=O. (4) Given the product [NH:13]1[C:8]2=[CH:9][N:10]=[CH:11][CH:12]=[C:7]2[CH:6]=[C:5]1[C:4]([O:3][CH3:2])=[O:17], predict the reactants needed to synthesize it. The reactants are: [K].[CH3:2][O:3][C:4](=[O:17])[C:5]([O-])=[CH:6][C:7]1[CH:12]=[CH:11][N:10]=[CH:9][C:8]=1[N+:13]([O-])=O. (5) Given the product [F:1][C:2]([F:30])([F:29])[C:3]1[CH:4]=[C:5]([NH:9][C:10]([N:12]2[C:20]3[C:15](=[CH:16][C:17]([O:21][C:22]4[CH:27]=[C:26]([NH:31][CH2:32][CH2:33][CH2:34][N:35]5[CH2:36][CH2:37][N:38]([CH3:41])[CH2:39][CH2:40]5)[N:25]=[CH:24][N:23]=4)=[CH:18][CH:19]=3)[CH2:14][CH2:13]2)=[O:11])[CH:6]=[CH:7][CH:8]=1, predict the reactants needed to synthesize it. The reactants are: [F:1][C:2]([F:30])([F:29])[C:3]1[CH:4]=[C:5]([NH:9][C:10]([N:12]2[C:20]3[C:15](=[CH:16][C:17]([O:21][C:22]4[CH:27]=[C:26](Cl)[N:25]=[CH:24][N:23]=4)=[CH:18][CH:19]=3)[CH2:14][CH2:13]2)=[O:11])[CH:6]=[CH:7][CH:8]=1.[NH2:31][CH2:32][CH2:33][CH2:34][N:35]1[CH2:40][CH2:39][N:38]([CH3:41])[CH2:37][CH2:36]1.N[C@H](C(O)=O)CC1C=C2C(C=CC=C2)=CC=1. (6) Given the product [N:42]1([C:2]2[CH:23]=[CH:22][C:5]([C:6]([N:8]3[CH2:13][CH2:12][CH:11]([C:14]4[CH:21]=[CH:20][C:17]([C:18]#[N:19])=[CH:16][CH:15]=4)[CH2:10][CH2:9]3)=[O:7])=[CH:4][C:3]=2[C:24]2[NH:28][C:27]([CH3:29])=[N:26][CH:25]=2)[CH2:45][CH2:46][CH2:47]1, predict the reactants needed to synthesize it. The reactants are: F[C:2]1[CH:23]=[CH:22][C:5]([C:6]([N:8]2[CH2:13][CH2:12][CH:11]([C:14]3[CH:21]=[CH:20][C:17]([C:18]#[N:19])=[CH:16][CH:15]=3)[CH2:10][CH2:9]2)=[O:7])=[CH:4][C:3]=1[C:24]1[NH:28][C:27]([CH3:29])=[N:26][CH:25]=1.CC1NC(C2C=C(C=CC=2F)C([N:42]2[CH2:47][CH2:46][CH:45](C3C=CC(C#N)=CC=3)CC2)=O)=C(C)N=1. (7) Given the product [Cl:1][C:2]1[CH:3]=[C:4]([N:13]([CH2:27][C:28]2[CH:29]=[CH:30][C:31]([O:34][CH3:35])=[CH:32][CH:33]=2)[C:14]2[CH:15]=[C:16]([CH:24]=[CH:25][CH:26]=2)[C:17]([OH:19])=[O:18])[C:5]2[N:6]([C:8]([C:11]#[N:12])=[CH:9][N:10]=2)[N:7]=1, predict the reactants needed to synthesize it. The reactants are: [Cl:1][C:2]1[CH:3]=[C:4]([N:13]([CH2:27][C:28]2[CH:33]=[CH:32][C:31]([O:34][CH3:35])=[CH:30][CH:29]=2)[C:14]2[CH:15]=[C:16]([CH:24]=[CH:25][CH:26]=2)[C:17]([O:19]C(C)(C)C)=[O:18])[C:5]2[N:6]([C:8]([C:11]#[N:12])=[CH:9][N:10]=2)[N:7]=1.II.O. (8) Given the product [CH3:1][N:2]1[CH2:7][CH2:6][N:5]([CH2:9][CH2:8][S:10]([N:13]2[CH2:14][CH2:15][CH:16]([NH:19][C:20]3[N:25]=[C:24]([C:26]4[N:27]([CH:32]([CH3:33])[CH3:34])[C:28]([CH3:31])=[N:29][CH:30]=4)[CH:23]=[CH:22][N:21]=3)[CH2:17][CH2:18]2)(=[O:11])=[O:12])[CH2:4][CH2:3]1, predict the reactants needed to synthesize it. The reactants are: [CH3:1][N:2]1[CH2:7][CH2:6][NH:5][CH2:4][CH2:3]1.[CH:8]([S:10]([N:13]1[CH2:18][CH2:17][CH:16]([NH:19][C:20]2[N:25]=[C:24]([C:26]3[N:27]([CH:32]([CH3:34])[CH3:33])[C:28]([CH3:31])=[N:29][CH:30]=3)[CH:23]=[CH:22][N:21]=2)[CH2:15][CH2:14]1)(=[O:12])=[O:11])=[CH2:9].